Dataset: Forward reaction prediction with 1.9M reactions from USPTO patents (1976-2016). Task: Predict the product of the given reaction. (1) The product is: [CH2:37]([N:9]([CH2:8][CH2:7][OH:6])[CH2:10][CH2:11][CH2:12][CH2:13][CH2:14][C@H:15]1[CH2:20][CH2:19][C@H:18]([N+:21]([O-:36])([CH3:35])[S:22]([C:25]2[CH:26]=[CH:27][C:28]([C:31]([F:34])([F:33])[F:32])=[CH:29][CH:30]=2)(=[O:23])=[O:24])[CH2:17][CH2:16]1)[CH3:38]. Given the reactants C([Si](C)(C)[O:6][CH2:7][CH2:8][N:9]([CH2:37][CH3:38])[CH2:10][CH2:11][CH2:12][CH2:13][CH2:14][C@H:15]1[CH2:20][CH2:19][C@H:18]([N+:21]([O-:36])([CH3:35])[S:22]([C:25]2[CH:30]=[CH:29][C:28]([C:31]([F:34])([F:33])[F:32])=[CH:27][CH:26]=2)(=[O:24])=[O:23])[CH2:17][CH2:16]1)(C)(C)C.CCCC[N+](CCCC)(CCCC)CCCC.[F-], predict the reaction product. (2) The product is: [F:14][C:10]1[CH:9]=[C:8]([C:7]2[C:2]([C:24]3[CH:25]=[CH:26][C:21]([CH:19]=[O:20])=[CH:22][CH:23]=3)=[N:3][C:4]3[N:5]([N:15]=[C:16]([CH3:18])[N:17]=3)[CH:6]=2)[CH:13]=[CH:12][CH:11]=1. Given the reactants Cl[C:2]1[C:7]([C:8]2[CH:13]=[CH:12][CH:11]=[C:10]([F:14])[CH:9]=2)=[CH:6][N:5]2[N:15]=[C:16]([CH3:18])[N:17]=[C:4]2[N:3]=1.[CH:19]([C:21]1[CH:26]=[CH:25][C:24](B(O)O)=[CH:23][CH:22]=1)=[O:20].C(=O)([O-])[O-].[Na+].[Na+], predict the reaction product.